Dataset: TCR-epitope binding with 47,182 pairs between 192 epitopes and 23,139 TCRs. Task: Binary Classification. Given a T-cell receptor sequence (or CDR3 region) and an epitope sequence, predict whether binding occurs between them. The epitope is LVLSVNPYV. The TCR CDR3 sequence is CASSLGGSPRELFF. Result: 0 (the TCR does not bind to the epitope).